Task: Predict the product of the given reaction.. Dataset: Forward reaction prediction with 1.9M reactions from USPTO patents (1976-2016) (1) Given the reactants C([O:8][C:9]1[CH:14]=[CH:13][N:12]=[C:11]([NH:15][C:16]2[CH:21]=[CH:20][C:19]([C:22]3[N:23]=[C:24]([N:34]4[CH2:39][CH2:38][O:37][CH2:36][C@@H:35]4[CH3:40])[C:25]4[CH2:31][CH2:30][N:29]([CH2:32][CH3:33])[CH2:28][C:26]=4[N:27]=3)=[CH:18][CH:17]=2)[N:10]=1)C1C=CC=CC=1.CO.C(O)(=O)C.O1CCCC1, predict the reaction product. The product is: [CH2:32]([N:29]1[CH2:30][CH2:31][C:25]2[C:24]([N:34]3[CH2:39][CH2:38][O:37][CH2:36][C@@H:35]3[CH3:40])=[N:23][C:22]([C:19]3[CH:18]=[CH:17][C:16]([NH:15][C:11]4[NH:10][C:9](=[O:8])[CH:14]=[CH:13][N:12]=4)=[CH:21][CH:20]=3)=[N:27][C:26]=2[CH2:28]1)[CH3:33]. (2) Given the reactants Cl.[CH3:2][O:3][C:4](=[O:9])[C@H:5]([CH2:7][OH:8])[NH2:6].[F:10][C:11]1[CH:12]=[C:13]([S:17](Cl)(=[O:19])=[O:18])[CH:14]=[CH:15][CH:16]=1, predict the reaction product. The product is: [F:10][C:11]1[CH:12]=[C:13]([S:17]([NH:6][C@@H:5]([CH2:7][OH:8])[C:4]([O:3][CH3:2])=[O:9])(=[O:19])=[O:18])[CH:14]=[CH:15][CH:16]=1. (3) Given the reactants [NH2:1][CH2:2][CH2:3][N:4]1[C:8](=[O:9])/[C:7](=[CH:10]/[C:11]2[CH:16]=[CH:15][C:14]([O:17][CH2:18][CH3:19])=[CH:13][CH:12]=2)/[S:6][C:5]1=[O:20].Cl[C:22]([O:24][CH2:25][CH:26]([CH3:28])[CH3:27])=[O:23].CCN(C(C)C)C(C)C.C(OC1C=CC(/C=C2/C(=O)N(CCNC(=O)C)C(=O)S/2)=CC=1)C, predict the reaction product. The product is: [CH2:18]([O:17][C:14]1[CH:15]=[CH:16][C:11](/[CH:10]=[C:7]2/[C:8](=[O:9])[N:4]([CH2:3][CH2:2][NH:1][C:22](=[O:23])[O:24][CH2:25][CH:26]([CH3:28])[CH3:27])[C:5](=[O:20])[S:6]/2)=[CH:12][CH:13]=1)[CH3:19]. (4) Given the reactants [F:1][C:2]([F:36])([F:35])[C:3]1[CH:4]=[C:5]([C@H:13]2[O:17][C:16](=[O:18])[N:15]([CH2:19][C:20]3[CH:25]=[C:24]([C:26]([F:29])([F:28])[F:27])[CH:23]=[CH:22][C:21]=3[CH:30](Br)[CH2:31][CH3:32])[C@H:14]2[CH3:34])[CH:6]=[C:7]([C:9]([F:12])([F:11])[F:10])[CH:8]=1.[NH:37]1[CH2:41][CH2:40][CH2:39][CH2:38]1, predict the reaction product. The product is: [F:1][C:2]([F:36])([F:35])[C:3]1[CH:4]=[C:5]([C@H:13]2[O:17][C:16](=[O:18])[N:15]([CH2:19][C:20]3[CH:25]=[C:24]([C:26]([F:29])([F:28])[F:27])[CH:23]=[CH:22][C:21]=3[CH:30]([N:37]3[CH2:41][CH2:40][CH2:39][CH2:38]3)[CH2:31][CH3:32])[C@H:14]2[CH3:34])[CH:6]=[C:7]([C:9]([F:12])([F:11])[F:10])[CH:8]=1. (5) Given the reactants C(=O)([O-])[O-].[K+].[K+].CN(C)C=O.[CH:12]1[C:17]([OH:18])=[CH:16][CH:15]=[C:14]([Br:19])[CH:13]=1.F[C:21]1[CH:26]=[CH:25][C:24]([F:27])=[CH:23][C:22]=1[N+:28]([O-:30])=[O:29], predict the reaction product. The product is: [Br:19][C:14]1[CH:15]=[CH:16][C:17]([O:18][C:21]2[CH:26]=[CH:25][C:24]([F:27])=[CH:23][C:22]=2[N+:28]([O-:30])=[O:29])=[CH:12][CH:13]=1. (6) Given the reactants [F:1][CH:2]([F:11])[C:3]([C:5]1[CH:10]=[CH:9][CH:8]=[CH:7][CH:6]=1)=O.[Li+].C[Si]([N-:17][Si](C)(C)C)(C)C.[OH-].[Na+].CO, predict the reaction product. The product is: [F:1][CH:2]([F:11])[CH:3]([C:5]1[CH:10]=[CH:9][CH:8]=[CH:7][CH:6]=1)[NH2:17]. (7) Given the reactants [C:1]([O:5][C:6](=[O:21])[CH2:7][N:8]1[C:13](=[O:14])[C:12]2[C:15]([Cl:19])=[N:16][CH:17]=[CH:18][C:11]=2[NH:10][C:9]1=[O:20])([CH3:4])([CH3:3])[CH3:2].Br[CH2:23][C:24]([NH:26][C:27]1[CH:32]=[C:31]([Cl:33])[C:30]([O:34][CH3:35])=[CH:29][C:28]=1[O:36][CH3:37])=[O:25].C([O-])([O-])=O.[Cs+].[Cs+].CN(C=O)C, predict the reaction product. The product is: [C:1]([O:5][C:6](=[O:21])[CH2:7][N:8]1[C:13](=[O:14])[C:12]2[C:15]([Cl:19])=[N:16][CH:17]=[CH:18][C:11]=2[N:10]([CH2:23][C:24](=[O:25])[NH:26][C:27]2[CH:32]=[C:31]([Cl:33])[C:30]([O:34][CH3:35])=[CH:29][C:28]=2[O:36][CH3:37])[C:9]1=[O:20])([CH3:4])([CH3:2])[CH3:3]. (8) Given the reactants [Cl:1][C:2]1[N:17]=[CH:16][CH:15]=[C:14]([Cl:18])[C:3]=1[C:4]([O:6][CH2:7][C:8]1[CH:13]=[CH:12][CH:11]=[CH:10][CH:9]=1)=[O:5].[Li+].CC([N-]C(C)C)C.[I:27]I, predict the reaction product. The product is: [Cl:1][C:2]1[N:17]=[CH:16][C:15]([I:27])=[C:14]([Cl:18])[C:3]=1[C:4]([O:6][CH2:7][C:8]1[CH:13]=[CH:12][CH:11]=[CH:10][CH:9]=1)=[O:5]. (9) Given the reactants [CH3:1][C:2]1[CH:7]=[CH:6][C:5]([C:8]2[O:9][C:10]([CH3:13])=[N:11][N:12]=2)=[CH:4][C:3]=1[C:14]1[CH:19]=[CH:18][C:17]([C:20](O)=[O:21])=[CH:16][CH:15]=1.C1C=CC2N(O)N=NC=2C=1.Cl.CN(C)CCCN=C=NCC.[CH3:45][N:46]([CH3:55])[C:47]1[CH:54]=[CH:53][C:50]([CH2:51][NH2:52])=[CH:49][CH:48]=1, predict the reaction product. The product is: [CH3:45][N:46]([CH3:55])[C:47]1[CH:54]=[CH:53][C:50]([CH2:51][NH:52][C:20]([C:17]2[CH:16]=[CH:15][C:14]([C:3]3[CH:4]=[C:5]([C:8]4[O:9][C:10]([CH3:13])=[N:11][N:12]=4)[CH:6]=[CH:7][C:2]=3[CH3:1])=[CH:19][CH:18]=2)=[O:21])=[CH:49][CH:48]=1. (10) Given the reactants C(N(CC)CC)C.Cl.[NH2:9][CH:10]([C:20]1[C:21](=[O:37])[NH:22][CH2:23][CH2:24][C:25]=1[NH:26][C:27]1[CH:32]=[CH:31][CH:30]=[C:29]([C:33]([F:36])([F:35])[F:34])[CH:28]=1)[C:11]1[CH:18]=[CH:17][C:14]([C:15]#[N:16])=[CH:13][C:12]=1[Br:19].[C:38](N1C=CN=C1)(N1C=CN=C1)=[O:39], predict the reaction product. The product is: [Br:19][C:12]1[CH:13]=[C:14]([CH:17]=[CH:18][C:11]=1[CH:10]1[NH:9][C:38](=[O:39])[N:26]([C:27]2[CH:32]=[CH:31][CH:30]=[C:29]([C:33]([F:36])([F:34])[F:35])[CH:28]=2)[C:25]2[CH2:24][CH2:23][NH:22][C:21](=[O:37])[C:20]1=2)[C:15]#[N:16].